This data is from Full USPTO retrosynthesis dataset with 1.9M reactions from patents (1976-2016). The task is: Predict the reactants needed to synthesize the given product. (1) Given the product [Br:12][C:13]1[CH:18]=[C:17]([S:1][CH2:2][CH2:3][OH:4])[CH:16]=[N:15][CH:14]=1, predict the reactants needed to synthesize it. The reactants are: [SH:1][CH2:2][CH2:3][OH:4].[OH-].[Na+].CN(C)C=O.[Br:12][C:13]1[CH:14]=[N:15][CH:16]=[C:17](Br)[CH:18]=1. (2) Given the product [F:1][C:2]1[CH:10]=[C:9]2[C:5]([C:6]([NH:11][C:12]3[O:33][C@:25]4([CH2:24][N:23]=3)[CH:30]3[CH2:31][CH2:32][N:27]([CH2:28][CH2:29]3)[CH2:26]4)=[N:7][NH:8]2)=[CH:4][CH:3]=1, predict the reactants needed to synthesize it. The reactants are: [F:1][C:2]1[CH:10]=[C:9]2[C:5]([C:6]([N:11]=[C:12]=S)=[N:7][NH:8]2)=[CH:4][CH:3]=1.C(N(CC)CC)C.Cl.Cl.[NH2:23][CH2:24][C@@:25]1([OH:33])[CH:30]2[CH2:31][CH2:32][N:27]([CH2:28][CH2:29]2)[CH2:26]1.C(N=C=NC(C)C)(C)C. (3) Given the product [CH3:1][O:2][C:3]([C:5]1[CH:15]=[C:14]([C:25]2[CH:30]=[CH:29][C:28]([O:31][CH3:32])=[C:27]([Cl:33])[CH:26]=2)[C:8]2[O:9][C:10]([F:12])([F:13])[O:11][C:7]=2[CH:6]=1)=[O:4], predict the reactants needed to synthesize it. The reactants are: [CH3:1][O:2][C:3]([C:5]1[CH:15]=[C:14](B2OCC(C)(C)CO2)[C:8]2[O:9][C:10]([F:13])([F:12])[O:11][C:7]=2[CH:6]=1)=[O:4].Br[C:25]1[CH:30]=[CH:29][C:28]([O:31][CH3:32])=[C:27]([Cl:33])[CH:26]=1.C1(P(C2C=CC=CC=2)C2C=CC=CC=2)C=CC=CC=1.C([O-])([O-])=O.[K+].[K+]. (4) Given the product [Cl:12][C:9]1[CH:10]=[CH:11][C:6]([CH:4]([CH:1]2[CH2:3][CH2:2]2)[C:28]2[C:27]3[C:31](=[C:23]([CH2:22][S:21][CH3:20])[CH:24]=[CH:25][CH:26]=3)[NH:30][CH:29]=2)=[CH:7][CH:8]=1, predict the reactants needed to synthesize it. The reactants are: [CH:1]1([CH:4]([C:6]2[CH:11]=[CH:10][C:9]([Cl:12])=[CH:8][CH:7]=2)O)[CH2:3][CH2:2]1.FC(F)(F)C(O)=O.[CH3:20][S:21][CH2:22][C:23]1[CH:24]=[CH:25][CH:26]=[C:27]2[C:31]=1[NH:30][CH:29]=[CH:28]2. (5) Given the product [Br:1][C:2]1[C:7](=[O:8])[N:6]2[CH:9]=[CH:10][CH:11]=[CH:12][C:5]2=[N:4][C:3]=1[CH:13]=[O:14], predict the reactants needed to synthesize it. The reactants are: [Br:1][C:2]1[C:7](=[O:8])[N:6]2[CH:9]=[CH:10][CH:11]=[CH:12][C:5]2=[N:4][C:3]=1[CH2:13][OH:14].C([O-])(O)=O.[Na+].CC(OI1(OC(C)=O)(OC(C)=O)OC(=O)C2C=CC=CC1=2)=O. (6) Given the product [F:25][C:22]1[CH:23]=[CH:24][C:19]([C:4]2([CH2:1][CH2:2][OH:29])[O:9][C:8](=[O:10])[N:7]([C@H:11]([C:13]3[CH:18]=[CH:17][CH:16]=[CH:15][CH:14]=3)[CH3:12])[CH2:6][CH2:5]2)=[CH:20][CH:21]=1, predict the reactants needed to synthesize it. The reactants are: [CH2:1]([C:4]1([C:19]2[CH:24]=[CH:23][C:22]([F:25])=[CH:21][CH:20]=2)[O:9][C:8](=[O:10])[N:7]([C@H:11]([C:13]2[CH:18]=[CH:17][CH:16]=[CH:15][CH:14]=2)[CH3:12])[CH2:6][CH2:5]1)[CH:2]=C.C1C[O:29]CC1.O. (7) Given the product [C:2]1([C:8](=[N:15][CH2:16][C:17]2([C:30]([NH:31][C:32]3[CH:37]=[C:36]([C:38]([F:40])([F:41])[F:39])[CH:35]=[CH:34][N:33]=3)=[O:42])[CH2:22][CH2:21][NH:20][CH2:19][CH2:18]2)[C:9]2[CH:10]=[CH:11][CH:12]=[CH:13][CH:14]=2)[CH:3]=[CH:4][CH:5]=[CH:6][CH:7]=1, predict the reactants needed to synthesize it. The reactants are: Cl.[C:2]1([C:8](=[N:15][CH2:16][C:17]2([C:30](=[O:42])[NH:31][C:32]3[CH:37]=[C:36]([C:38]([F:41])([F:40])[F:39])[CH:35]=[CH:34][N:33]=3)[CH2:22][CH2:21][N:20](C(OC(C)(C)C)=O)[CH2:19][CH2:18]2)[C:9]2[CH:14]=[CH:13][CH:12]=[CH:11][CH:10]=2)[CH:7]=[CH:6][CH:5]=[CH:4][CH:3]=1. (8) Given the product [C:1]([O:5][C:6]([N:8]1[CH2:12][CH2:11][CH:10]([CH3:13])[CH:9]1[CH:14]=[CH:15][CH2:16][O:17][S:26]([CH3:25])(=[O:28])=[O:27])=[O:7])([CH3:3])([CH3:2])[CH3:4], predict the reactants needed to synthesize it. The reactants are: [C:1]([O:5][C:6]([N:8]1[CH2:12][CH2:11][CH:10]([CH3:13])[CH:9]1[CH:14]=[CH:15][CH2:16][OH:17])=[O:7])([CH3:4])([CH3:3])[CH3:2].CCN(CC)CC.[CH3:25][S:26](Cl)(=[O:28])=[O:27]. (9) Given the product [NH2:2][C:3]1[N:8]=[C:7]([C:9]2[CH:18]=[C:17]3[C:12]([CH2:13][CH2:14][N:15]([C:19]([O:21][CH:22]4[CH2:27][CH2:26][NH:25][CH2:24][CH2:23]4)=[O:20])[CH2:16]3)=[CH:11][CH:10]=2)[CH:6]=[C:5]([N:35]2[CH2:40][CH2:39][N:38]([CH3:41])[CH2:37][CH2:36]2)[N:4]=1, predict the reactants needed to synthesize it. The reactants are: Cl.[NH2:2][C:3]1[N:8]=[C:7]([C:9]2[CH:18]=[C:17]3[C:12]([CH2:13][CH2:14][N:15]([C:19]([O:21][CH:22]4[CH2:27][CH2:26][N:25](C(OC(C)(C)C)=O)[CH2:24][CH2:23]4)=[O:20])[CH2:16]3)=[CH:11][CH:10]=2)[CH:6]=[C:5]([N:35]2[CH2:40][CH2:39][N:38]([CH3:41])[CH2:37][CH2:36]2)[N:4]=1.